This data is from Full USPTO retrosynthesis dataset with 1.9M reactions from patents (1976-2016). The task is: Predict the reactants needed to synthesize the given product. (1) Given the product [NH:1]([C:39]([CH3:41])=[O:40])[C@H:2]([C:10]([NH:12][C@H:13]([C:28]([N:30]1[CH2:38][CH2:37][CH2:36][C@H:31]1[C:32]([O:34][CH3:35])=[O:33])=[O:29])[CH2:14][CH2:15][CH2:16][NH:17][C:18]([O:20][C:46]([CH3:51])([CH3:47])[CH3:45])=[O:19])=[O:11])[CH2:3][C:4]1[CH:5]=[CH:6][CH:7]=[CH:8][CH:9]=1, predict the reactants needed to synthesize it. The reactants are: [NH:1]([C:39]([CH3:41])=[O:40])[C@H:2]([C:10]([NH:12][C@H:13]([C:28]([N:30]1[CH2:38][CH2:37][CH2:36][C@H:31]1[C:32]([O:34][CH3:35])=[O:33])=[O:29])[CH2:14][CH2:15][CH2:16][NH:17][C:18]([O:20]CC1C=CC=CC=1)=[O:19])=[O:11])[CH2:3][C:4]1[CH:9]=[CH:8][CH:7]=[CH:6][CH:5]=1.Cl.N(C(C)=O)[C@H](C(N[C@H](C(N1CCC[C@H]1C(OC)=O)=O)CCCN)=O)[CH2:45][C:46]1[CH:51]=CC=C[CH:47]=1.C([O-])([O-])=O.[K+].[K+].C(OC(OC(C)(C)C)=O)(OC(C)(C)C)=O. (2) Given the product [C:21]1([C:27]2[N:28]=[C:29]3[N:34]=[C:33]([NH:35][C:9]([C:3]4[N:4]([CH3:8])[N:5]=[C:6]([CH3:7])[C:2]=4[Cl:1])=[O:11])[CH:32]=[CH:31][N:30]3[CH:36]=2)[CH:22]=[CH:23][CH:24]=[CH:25][CH:26]=1, predict the reactants needed to synthesize it. The reactants are: [Cl:1][C:2]1[C:6]([CH3:7])=[N:5][N:4]([CH3:8])[C:3]=1[C:9]([OH:11])=O.C(N(C(C)C)CC)(C)C.[C:21]1([C:27]2[N:28]=[C:29]3[N:34]=[C:33]([NH2:35])[CH:32]=[CH:31][N:30]3[CH:36]=2)[CH:26]=[CH:25][CH:24]=[CH:23][CH:22]=1. (3) Given the product [CH3:22][O:21][C:19](=[O:20])[C:18]1[CH:17]=[CH:16][C:15]([O:14][C:13]2[CH:25]=[CH:26][C:10]([OH:9])=[CH:11][CH:12]=2)=[CH:24][CH:23]=1.[CH3:22][O:21][C:19](=[O:20])[C:18]1[CH:17]=[CH:16][C:15]([O:14][C:13]2[CH:25]=[CH:26][C:10]([OH:9])=[CH:11][CH:12]=2)=[CH:24][CH:23]=1, predict the reactants needed to synthesize it. The reactants are: [B-]([S+](C)C)(F)(F)F.C[O:9][C:10]1[CH:26]=[CH:25][C:13]([O:14][C:15]2[CH:24]=[CH:23][C:18]([C:19]([O:21][CH3:22])=[O:20])=[CH:17][CH:16]=2)=[CH:12][CH:11]=1. (4) Given the product [Br:6][C:7]1[C:16]2[C:11](=[CH:12][CH:13]=[CH:14][CH:15]=2)[C:10]([CH:1]=[O:4])=[CH:9][CH:8]=1, predict the reactants needed to synthesize it. The reactants are: [C:1](=[O:4])(O)[O-].[Na+].[Br:6][C:7]1[C:16]2[C:11](=[CH:12][CH:13]=[CH:14][CH:15]=2)[C:10](CBr)=[CH:9][CH:8]=1.O. (5) Given the product [CH3:17][O:18][C:2]1[CH:1]=[CH:11][CH:10]=[C:9]2[C:3]=1[CH2:16][CH2:6][C:7](=[O:5])[CH2:8]2, predict the reactants needed to synthesize it. The reactants are: [CH2:1]([NH-])[CH2:2][CH3:3].[OH2:5].[C:6]1([CH3:16])[CH:11]=[CH:10][C:9](S(O)(=O)=O)=[CH:8][CH:7]=1.[C:17]([O-])([O-])=[O:18].[Na+].[Na+]. (6) Given the product [CH2:1]([NH:8][C:9]1[N:14]2[N:15]=[CH:16][C:17]([C:18]([O:20][CH2:21][CH3:22])=[O:19])=[C:13]2[N:12]=[CH:11][C:10]=1[C:23]([N:35]1[CH2:34][CH2:33][CH:32]([C:10]2[CH:11]=[N:12][CH:13]=[N:14][CH:9]=2)[CH2:37][CH2:36]1)=[O:24])[C:2]1[CH:7]=[CH:6][CH:5]=[CH:4][CH:3]=1, predict the reactants needed to synthesize it. The reactants are: [CH2:1]([NH:8][C:9]1[N:14]2[N:15]=[CH:16][C:17]([C:18]([O:20][CH2:21][CH3:22])=[O:19])=[C:13]2[N:12]=[CH:11][C:10]=1[C:23](O)=[O:24])[C:2]1[CH:7]=[CH:6][CH:5]=[CH:4][CH:3]=1.Cl.N1([CH:32]2[CH2:37][CH2:36][NH:35][CH2:34][CH2:33]2)C=CC=N1. (7) Given the product [CH3:22][NH:23][CH:4]1[CH2:20][CH2:19][C:7]2([CH2:11][N:10]([C:12]([O:14][C:15]([CH3:18])([CH3:17])[CH3:16])=[O:13])[CH2:9][CH2:8]2)[CH2:6][CH2:5]1, predict the reactants needed to synthesize it. The reactants are: CN.O=[C:4]1[CH2:20][CH2:19][C:7]2([CH2:11][N:10]([C:12]([O:14][C:15]([CH3:18])([CH3:17])[CH3:16])=[O:13])[CH2:9][CH2:8]2)[CH2:6][CH2:5]1.[BH3-][C:22]#[N:23].[Na+]. (8) Given the product [CH3:1][N:2]([CH3:18])[CH:3]1[CH2:7][CH2:6][N:5]([C:8]2[S:9][C:10]3[CH:16]=[C:15]([NH:17][C:30]([C:27]4[CH:26]=[C:25]([C:19]5[CH:20]=[CH:21][CH:22]=[CH:23][CH:24]=5)[O:29][N:28]=4)=[O:31])[CH:14]=[CH:13][C:11]=3[N:12]=2)[CH2:4]1, predict the reactants needed to synthesize it. The reactants are: [CH3:1][N:2]([CH3:18])[CH:3]1[CH2:7][CH2:6][N:5]([C:8]2[S:9][C:10]3[CH:16]=[C:15]([NH2:17])[CH:14]=[CH:13][C:11]=3[N:12]=2)[CH2:4]1.[C:19]1([C:25]2[O:29][N:28]=[C:27]([C:30](O)=[O:31])[CH:26]=2)[CH:24]=[CH:23][CH:22]=[CH:21][CH:20]=1.CN(C(ON1N=NC2C=CC=NC1=2)=[N+](C)C)C.F[P-](F)(F)(F)(F)F.CCN(C(C)C)C(C)C. (9) The reactants are: [F:1][C:2]([F:13])([F:12])[O:3][C:4]1[CH:5]=[C:6]([NH:10][NH2:11])[CH:7]=[CH:8][CH:9]=1.[N:14]1[CH:19]=[CH:18][C:17]([CH:20]=O)=[CH:16][CH:15]=1. Given the product [N:14]1[CH:19]=[CH:18][C:17](/[CH:20]=[N:11]/[NH:10][C:6]2[CH:7]=[CH:8][CH:9]=[C:4]([O:3][C:2]([F:12])([F:13])[F:1])[CH:5]=2)=[CH:16][CH:15]=1, predict the reactants needed to synthesize it.